From a dataset of Forward reaction prediction with 1.9M reactions from USPTO patents (1976-2016). Predict the product of the given reaction. (1) The product is: [Br:20][C:7]1[CH:6]=[C:5]([C:4]#[C:3][C:2]([CH3:14])([CH3:13])[CH3:1])[S:9][C:8]=1[C:10]([OH:12])=[O:11]. Given the reactants [CH3:1][C:2]([CH3:14])([CH3:13])[C:3]#[C:4][C:5]1[S:9][C:8]([C:10]([OH:12])=[O:11])=[CH:7][CH:6]=1.[Li]CCCC.[Br:20]C(F)(F)C(Br)(F)F, predict the reaction product. (2) Given the reactants [CH2:1]([C:3]1[S:7][C:6]([C:8]2[CH:13]=[CH:12][C:11]([C:14]([F:17])([F:16])[F:15])=[CH:10][CH:9]=2)=[N:5][C:4]=1[CH:18]([CH3:22])[C:19](O)=[O:20])[CH3:2].[CH3:23][O:24][C:25](=[O:36])[CH2:26][CH2:27][C:28]1[CH:33]=[CH:32][C:31]([NH2:34])=[CH:30][C:29]=1[CH3:35].CCN=C=NCCCN(C)C, predict the reaction product. The product is: [CH3:23][O:24][C:25](=[O:36])[CH2:26][CH2:27][C:28]1[CH:33]=[CH:32][C:31]([NH:34][C:19](=[O:20])[CH:18]([C:4]2[N:5]=[C:6]([C:8]3[CH:13]=[CH:12][C:11]([C:14]([F:16])([F:15])[F:17])=[CH:10][CH:9]=3)[S:7][C:3]=2[CH2:1][CH3:2])[CH3:22])=[CH:30][C:29]=1[CH3:35]. (3) Given the reactants Br[C:2]1[C:3](=[O:15])[C:4]([CH3:14])([CH3:13])[O:5][C:6]=1[C:7]1[CH:12]=[CH:11][N:10]=[CH:9][CH:8]=1.[CH2:16]([O:23][C:24]1[CH:29]=[CH:28][C:27](B2OC(C)(C)C(C)(C)O2)=[CH:26][CH:25]=1)[C:17]1[CH:22]=[CH:21][CH:20]=[CH:19][CH:18]=1.C([O-])([O-])=O.[Cs+].[Cs+], predict the reaction product. The product is: [CH2:16]([O:23][C:24]1[CH:29]=[CH:28][C:27]([C:2]2[C:3](=[O:15])[C:4]([CH3:14])([CH3:13])[O:5][C:6]=2[C:7]2[CH:12]=[CH:11][N:10]=[CH:9][CH:8]=2)=[CH:26][CH:25]=1)[C:17]1[CH:22]=[CH:21][CH:20]=[CH:19][CH:18]=1. (4) The product is: [F:21][C:20]1[CH:19]=[CH:18][CH:17]=[C:16]([F:22])[C:15]=1[C:13]1[O:14][C:10]([C:7]2[CH:6]=[CH:5][C:4]([CH2:3][NH:2][S:40]([C:37]3[CH:38]=[CH:39][C:34]([F:33])=[CH:35][CH:36]=3)(=[O:42])=[O:41])=[CH:9][CH:8]=2)=[C:11]([C:23]([NH2:25])=[O:24])[N:12]=1. Given the reactants Cl.[NH2:2][CH2:3][C:4]1[CH:9]=[CH:8][C:7]([C:10]2[O:14][C:13]([C:15]3[C:20]([F:21])=[CH:19][CH:18]=[CH:17][C:16]=3[F:22])=[N:12][C:11]=2[C:23]([NH2:25])=[O:24])=[CH:6][CH:5]=1.C(N(CC)CC)C.[F:33][C:34]1[CH:39]=[CH:38][C:37]([S:40](Cl)(=[O:42])=[O:41])=[CH:36][CH:35]=1, predict the reaction product. (5) The product is: [Cl:27][C:22]1[CH:23]=[CH:24][CH:25]=[CH:26][C:21]=1[N:20]1[CH:16]([C:12]2[CH:11]=[C:10]([C:6]3[CH:7]=[CH:8][CH:9]=[C:4]([C:1]([OH:3])([CH3:38])[CH3:2])[CH:5]=3)[CH:15]=[CH:14][CH:13]=2)[CH2:17][C:18]([C:28]([C:34]([F:37])([F:36])[F:35])([C:30]([F:31])([F:32])[F:33])[OH:29])=[N:19]1. Given the reactants [C:1]([C:4]1[CH:5]=[C:6]([C:10]2[CH:15]=[CH:14][CH:13]=[C:12]([CH:16]3[N:20]([C:21]4[CH:26]=[CH:25][CH:24]=[CH:23][C:22]=4[Cl:27])[N:19]=[C:18]([C:28]([C:34]([F:37])([F:36])[F:35])([C:30]([F:33])([F:32])[F:31])[OH:29])[CH2:17]3)[CH:11]=2)[CH:7]=[CH:8][CH:9]=1)(=[O:3])[CH3:2].[CH3:38][Mg]Cl, predict the reaction product. (6) Given the reactants C[O:2][C:3]([C:5]1[CH:15]=[C:14]([O:16][C:17]2[CH:22]=[C:21]([F:23])[CH:20]=[C:19]([F:24])[CH:18]=2)[C:8]2[CH2:9][C:10]([CH3:13])([CH3:12])[O:11][C:7]=2[CH:6]=1)=[O:4].[OH-].[Na+], predict the reaction product. The product is: [F:23][C:21]1[CH:22]=[C:17]([CH:18]=[C:19]([F:24])[CH:20]=1)[O:16][C:14]1[C:8]2[CH2:9][C:10]([CH3:12])([CH3:13])[O:11][C:7]=2[CH:6]=[C:5]([C:3]([OH:4])=[O:2])[CH:15]=1. (7) Given the reactants [O:1]=[C:2]1[C:7]2=[CH:8][CH:9]=[CH:10][N:6]2[N:5]=[C:4]([C@@H:11]2[CH2:15][CH2:14][CH2:13][N:12]2[C:16]2[C:17]3[C:24]([C:25](O)=[O:26])=[CH:23][NH:22][C:18]=3[N:19]=[CH:20][N:21]=2)[N:3]1[C:28]1[CH:33]=[CH:32][CH:31]=[CH:30][CH:29]=1.C[N:35](C(ON1N=NC2C=CC=NC1=2)=[N+](C)C)C.F[P-](F)(F)(F)(F)F.[NH4+].[Cl-], predict the reaction product. The product is: [O:1]=[C:2]1[C:7]2=[CH:8][CH:9]=[CH:10][N:6]2[N:5]=[C:4]([C@@H:11]2[CH2:15][CH2:14][CH2:13][N:12]2[C:16]2[C:17]3[C:24]([C:25]([NH2:35])=[O:26])=[CH:23][NH:22][C:18]=3[N:19]=[CH:20][N:21]=2)[N:3]1[C:28]1[CH:33]=[CH:32][CH:31]=[CH:30][CH:29]=1. (8) Given the reactants [Br:1][C:2]1[CH:3]=[N:4][CH:5]=[C:6]([CH:9]=1)[CH:7]=O.[CH2:10]([S:12]([NH2:15])(=[O:14])=[O:13])[CH3:11].[CH:16]1([Mg]Br)[CH2:18][CH2:17]1, predict the reaction product. The product is: [Br:1][C:2]1[CH:9]=[C:6]([CH:7]([CH:16]2[CH2:18][CH2:17]2)[NH:15][S:12]([CH2:10][CH3:11])(=[O:14])=[O:13])[CH:5]=[N:4][CH:3]=1. (9) Given the reactants [CH3:1][C:2]1[CH:3]=[C:4]([O:15][C:16]2[C:25]3[C:20](=[CH:21][C:22]([OH:28])=[C:23]([O:26][CH3:27])[CH:24]=3)[N:19]=[CH:18][CH:17]=2)[C:5]([C:9]2[CH:14]=[CH:13][CH:12]=[CH:11][CH:10]=2)=[N:6][C:7]=1[CH3:8].C(=O)([O-])[O-].[K+].[K+].Br[CH2:36][CH2:37][OH:38], predict the reaction product. The product is: [CH3:1][C:2]1[CH:3]=[C:4]([O:15][C:16]2[C:25]3[C:20](=[CH:21][C:22]([O:28][CH2:36][CH2:37][OH:38])=[C:23]([O:26][CH3:27])[CH:24]=3)[N:19]=[CH:18][CH:17]=2)[C:5]([C:9]2[CH:10]=[CH:11][CH:12]=[CH:13][CH:14]=2)=[N:6][C:7]=1[CH3:8]. (10) Given the reactants [Cl:1][C:2]1[CH:3]=[C:4]([NH:9][C:10]2[C:15]3=[C:16]([CH2:19][C:20]4([OH:27])[CH2:25][CH2:24][C:23](=O)[CH2:22][CH2:21]4)[CH:17]=[CH:18][N:14]3[N:13]=[CH:12][N:11]=2)[CH:5]=[CH:6][C:7]=1[F:8].[BH3-]C#[N:30].[Na+], predict the reaction product. The product is: [NH2:30][CH:23]1[CH2:24][CH2:25][C:20]([CH2:19][C:16]2[CH:17]=[CH:18][N:14]3[C:15]=2[C:10]([NH:9][C:4]2[CH:5]=[CH:6][C:7]([F:8])=[C:2]([Cl:1])[CH:3]=2)=[N:11][CH:12]=[N:13]3)([OH:27])[CH2:21][CH2:22]1.